From a dataset of CYP2C9 inhibition data for predicting drug metabolism from PubChem BioAssay. Regression/Classification. Given a drug SMILES string, predict its absorption, distribution, metabolism, or excretion properties. Task type varies by dataset: regression for continuous measurements (e.g., permeability, clearance, half-life) or binary classification for categorical outcomes (e.g., BBB penetration, CYP inhibition). Dataset: cyp2c9_veith. (1) The drug is Cc1ccccc1-c1nc(Nc2ccncc2)c2ccccc2n1. The result is 0 (non-inhibitor). (2) The drug is O=C1[C@H]2CC[C@H]3/C(=N\OC[C@@H](O)COCc4ccco4)C[C@@H](O)[C@@H](O)[C@@H]3[C@@H]2C(=O)N1C1CCCCC1. The result is 0 (non-inhibitor). (3) The compound is COCCCNC(=O)C1CC(=O)N(Cc2ccc(OC)cc2)C1. The result is 0 (non-inhibitor). (4) The drug is O=Nc1c(O)n(Cc2cccc(Cl)c2)c2ccccc12. The result is 1 (inhibitor). (5) The drug is Cc1cccc(NC(=O)Cn2cccc2)c1. The result is 0 (non-inhibitor). (6) The drug is C[C@@H](CS(=O)(=O)Cc1ccccc1)C(N)=O. The result is 0 (non-inhibitor).